Dataset: Forward reaction prediction with 1.9M reactions from USPTO patents (1976-2016). Task: Predict the product of the given reaction. (1) Given the reactants [NH:1]1[C:5]2[N:6]=[CH:7][CH:8]=[C:9]([CH:10]=[O:11])[C:4]=2[CH:3]=[CH:2]1.[H-].[Na+].I[CH3:15].[Cl-].[NH4+], predict the reaction product. The product is: [CH3:15][N:1]1[C:5]2[N:6]=[CH:7][CH:8]=[C:9]([CH:10]=[O:11])[C:4]=2[CH:3]=[CH:2]1. (2) The product is: [Br:1][C:2]1[S:6][C:5]([C:7]([NH:25][CH:22]2[CH2:23][CH2:24][O:19][CH2:20][CH2:21]2)=[O:9])=[N:4][C:3]=1[CH2:12][CH:13]1[CH2:14][CH2:15][CH2:16][CH2:17][CH2:18]1. Given the reactants [Br:1][C:2]1[S:6][C:5]([C:7]([O:9]CC)=O)=[N:4][C:3]=1[CH2:12][CH:13]1[CH2:18][CH2:17][CH2:16][CH2:15][CH2:14]1.[O:19]1[CH2:24][CH2:23][CH:22]([NH2:25])[CH2:21][CH2:20]1, predict the reaction product. (3) The product is: [CH2:1]([C:16]1[CH:17]([CH3:19])[CH2:18][C:13]2[C:14]=1[S:15][CH:11]([C:9]1[C:8]3[CH:30]=[CH:31][CH:32]=[CH:33][C:7]=3[S:6][CH:10]=1)[C:12]=2[C:21]1[C:22]2[CH:29]=[CH:28][CH:27]=[CH:26][C:23]=2[S:24][CH:25]=1)[CH2:2][CH2:3][CH3:4]. Given the reactants [CH2:1]([Li])[CH2:2][CH2:3][CH3:4].[S:6]1[CH:10]=[C:9]([C:11]2[S:15][C:14]3[C:16](=O)[CH:17]([CH3:19])[CH2:18][C:13]=3[C:12]=2[C:21]2[C:22]3[CH:29]=[CH:28][CH:27]=[CH:26][C:23]=3[S:24][CH:25]=2)[C:8]2[CH:30]=[CH:31][CH:32]=[CH:33][C:7]1=2.O, predict the reaction product. (4) Given the reactants [Cl:1][C:2]1[CH:3]=[C:4]([C:9](=[NH:21])[NH:10][C:11]2[CH:16]=[CH:15][C:14]([S:17]([CH3:20])(=[O:19])=[O:18])=[CH:13][CH:12]=2)[CH:5]=[CH:6][C:7]=1[CH3:8].C(=O)(O)[O-].[Na+].Br[CH2:28][C:29](=[O:34])[C:30]([F:33])([F:32])[F:31], predict the reaction product. The product is: [Cl:1][C:2]1[CH:3]=[C:4]([C:9]2[N:10]([C:11]3[CH:16]=[CH:15][C:14]([S:17]([CH3:20])(=[O:18])=[O:19])=[CH:13][CH:12]=3)[CH2:28][C:29]([OH:34])([C:30]([F:33])([F:32])[F:31])[N:21]=2)[CH:5]=[CH:6][C:7]=1[CH3:8].